This data is from Forward reaction prediction with 1.9M reactions from USPTO patents (1976-2016). The task is: Predict the product of the given reaction. (1) Given the reactants [H-].[Na+].[C:3]1([CH3:10])[C:8]([OH:9])=[CH:7][CH:6]=[CH:5][CH:4]=1.C[CH2:12][O:13][CH2:14]C.C(Cl)OC, predict the reaction product. The product is: [CH3:12][O:13][CH2:14][O:9][C:8]1[CH:7]=[CH:6][CH:5]=[CH:4][C:3]=1[CH3:10]. (2) Given the reactants Br[C:2]1[CH:3]=[CH:4][C:5]([O:29][CH2:30][CH:31]2[CH2:33][CH2:32]2)=[C:6]([C:8]2[C:9]3[CH:18]=[CH:17][N:16](S(C4C=CC(C)=CC=4)(=O)=O)[C:10]=3[C:11](=[O:15])[N:12]([CH3:14])[CH:13]=2)[CH:7]=1.CC1(C)C(C)(C)OB([C:42]2[CH:43]=[N:44]OC=2)O1.ClCCl.[F-].[K+].[OH-].[Na+], predict the reaction product. The product is: [CH:31]1([CH2:30][O:29][C:5]2[CH:4]=[CH:3][C:2]([CH2:42][C:43]#[N:44])=[CH:7][C:6]=2[C:8]2[C:9]3[CH:18]=[CH:17][NH:16][C:10]=3[C:11](=[O:15])[N:12]([CH3:14])[CH:13]=2)[CH2:33][CH2:32]1. (3) Given the reactants [Cl:1][C:2]1[C:7]2[O:8][CH2:9][O:10][C:6]=2[CH:5]=[C:4]([CH:11]=[O:12])[CH:3]=1.[BH4-].[Na+].[NH4+].[Cl-], predict the reaction product. The product is: [Cl:1][C:2]1[C:7]2[O:8][CH2:9][O:10][C:6]=2[CH:5]=[C:4]([CH2:11][OH:12])[CH:3]=1. (4) Given the reactants ClC1N=C(C2SC(C(C)C)=NC=2C2C=C(C=CC=2)N)C=CN=1.C(OC(=O)[NH:28][C:29]1[CH:34]=[CH:33][C:32]([F:35])=[C:31]([C:36]2[N:37]=[C:38]([C:48]([CH3:51])([CH3:50])[CH3:49])[S:39][C:40]=2[C:41]2[CH:46]=[CH:45][N:44]=[C:43]([Cl:47])[N:42]=2)[C:30]=1[F:52])C=C, predict the reaction product. The product is: [Cl:47][C:43]1[N:42]=[C:41]([C:40]2[S:39][C:38]([C:48]([CH3:51])([CH3:50])[CH3:49])=[N:37][C:36]=2[C:31]2[C:30]([F:52])=[C:29]([NH2:28])[CH:34]=[CH:33][C:32]=2[F:35])[CH:46]=[CH:45][N:44]=1. (5) Given the reactants [Si]([O:8][CH:9]([CH2:20][O:21][C:22]1[CH:27]=[CH:26][CH:25]=[C:24]([C:28]2[N:33]=[C:32]3[N:34]([CH:37]([CH3:39])[CH3:38])[N:35]=[CH:36][C:31]3=[C:30]([C:40](=[O:52])[NH:41][CH2:42][CH:43]3[C:48]([CH3:49])=[CH:47][C:46]([CH3:50])=[N:45][C:44]3=[O:51])[CH:29]=2)[CH:23]=1)[CH2:10][N:11](C)[C:12](=O)OC(C)(C)C)(C(C)(C)C)(C)C.Cl, predict the reaction product. The product is: [CH3:49][C:48]1[CH:43]([CH2:42][NH:41][C:40]([C:30]2[C:31]3[CH:36]=[N:35][N:34]([CH:37]([CH3:39])[CH3:38])[C:32]=3[N:33]=[C:28]([C:24]3[CH:25]=[CH:26][CH:27]=[C:22]([O:21][CH2:20][CH:9]([OH:8])[CH2:10][NH:11][CH3:12])[CH:23]=3)[CH:29]=2)=[O:52])[C:44](=[O:51])[N:45]=[C:46]([CH3:50])[CH:47]=1. (6) Given the reactants C(NC(C)C)(C)C.C([Li])CCC.[Br:13][C:14]1[CH:15]=[C:16]([F:21])[CH:17]=[C:18]([Br:20])[CH:19]=1.CN(C)[CH:24]=[O:25], predict the reaction product. The product is: [Br:13][C:14]1[CH:19]=[C:18]([Br:20])[CH:17]=[C:16]([F:21])[C:15]=1[CH:24]=[O:25]. (7) Given the reactants [CH3:1][O:2][C:3]1[CH:8]=[CH:7][C:6]([NH:9][C:10]2[N:11]([CH2:22][CH2:23][CH2:24][N:25]3[CH2:30][CH2:29][CH2:28][CH2:27][CH2:26]3)[C:12]3[CH:17]=[C:16]([C:18]([OH:20])=O)[N:15]=[CH:14][C:13]=3[N:21]=2)=[CH:5][CH:4]=1.CCN(CC)CC.CCN=C=NCCCN(C)C.Cl.C1C=CC2N(O)N=NC=2C=1.[CH2:60]([NH:64][CH2:65][CH2:66][CH2:67][CH3:68])[CH2:61][CH2:62][CH3:63], predict the reaction product. The product is: [CH2:60]([N:64]([CH2:65][CH2:66][CH2:67][CH3:68])[C:18]([C:16]1[N:15]=[CH:14][C:13]2[N:21]=[C:10]([NH:9][C:6]3[CH:5]=[CH:4][C:3]([O:2][CH3:1])=[CH:8][CH:7]=3)[N:11]([CH2:22][CH2:23][CH2:24][N:25]3[CH2:30][CH2:29][CH2:28][CH2:27][CH2:26]3)[C:12]=2[CH:17]=1)=[O:20])[CH2:61][CH2:62][CH3:63]. (8) Given the reactants [F:1][C:2]1[CH:3]=[C:4]([C:8]2[O:12][C:11]([CH3:13])=[C:10]([CH:14]([NH:19][C:20]3[CH:28]=[CH:27][C:23](C(O)=O)=[CH:22][CH:21]=3)[CH2:15][CH:16]([CH3:18])[CH3:17])[CH:9]=2)[CH:5]=[CH:6][CH:7]=1.[CH3:29][NH:30][CH2:31][CH2:32][C:33]([O:35]CC)=[O:34].Cl.C(N=C=NCCCN(C)C)C.O.[OH:51][C:52]1C2N=NNC=2C=CC=1, predict the reaction product. The product is: [F:1][C:2]1[CH:3]=[C:4]([C:8]2[O:12][C:11]([CH3:13])=[C:10]([CH:14]([NH:19][C:20]3[CH:21]=[CH:22][C:23]([C:52]([N:30]([CH3:29])[CH2:31][CH2:32][C:33]([OH:35])=[O:34])=[O:51])=[CH:27][CH:28]=3)[CH2:15][CH:16]([CH3:18])[CH3:17])[CH:9]=2)[CH:5]=[CH:6][CH:7]=1.